Task: Binary Classification. Given a T-cell receptor sequence (or CDR3 region) and an epitope sequence, predict whether binding occurs between them.. Dataset: TCR-epitope binding with 47,182 pairs between 192 epitopes and 23,139 TCRs (1) The epitope is SSTFNVPMEKLK. Result: 0 (the TCR does not bind to the epitope). The TCR CDR3 sequence is CASDYTGDGNQPQHF. (2) The epitope is TPINLVRDL. The TCR CDR3 sequence is CASSLHPNEKLFF. Result: 0 (the TCR does not bind to the epitope). (3) The epitope is ILGLPTQTV. The TCR CDR3 sequence is CASSQEPPLTLGTDTQYF. Result: 1 (the TCR binds to the epitope).